Dataset: Forward reaction prediction with 1.9M reactions from USPTO patents (1976-2016). Task: Predict the product of the given reaction. (1) Given the reactants [C:1]([OH:13])(=[O:12])[CH2:2][C:3]([CH2:8][C:9]([OH:11])=[O:10])([C:5]([OH:7])=[O:6])[OH:4], predict the reaction product. The product is: [C:1]([OH:13])(=[O:12])[CH2:2][C:3]([CH2:8][C:9]([OH:11])=[O:10])([C:5]([OH:7])=[O:6])[OH:4].[OH2:4]. (2) The product is: [Cl:1][C:2]1[C:3]([F:16])=[C:4]([CH:12]=[CH:13][C:14]=1[O:24][C:21]1[CH:22]=[CH:23][C:18]([Cl:17])=[C:19]([C:25]([F:28])([F:26])[F:27])[CH:20]=1)[C:5]([OH:7])=[O:6]. Given the reactants [Cl:1][C:2]1[C:3]([F:16])=[C:4]([CH:12]=[CH:13][C:14]=1F)[C:5]([O:7]C(C)(C)C)=[O:6].[Cl:17][C:18]1[CH:23]=[CH:22][C:21]([OH:24])=[CH:20][C:19]=1[C:25]([F:28])([F:27])[F:26].C(=O)([O-])[O-].[K+].[K+].FC(F)(F)C(O)=O, predict the reaction product. (3) Given the reactants [Cl:1][C:2]1[CH:10]=[CH:9][CH:8]=[C:7]([CH3:11])[C:3]=1[C:4](Cl)=[O:5].[NH2:12][C:13]1[CH:18]=[CH:17][CH:16]=[CH:15][CH:14]=1, predict the reaction product. The product is: [Cl:1][C:2]1[CH:10]=[CH:9][CH:8]=[C:7]([CH3:11])[C:3]=1[C:4]([NH:12][C:13]1[CH:18]=[CH:17][CH:16]=[CH:15][CH:14]=1)=[O:5]. (4) Given the reactants [CH3:1][O:2][C:3]1[CH:8]=[CH:7][C:6]([CH2:9][C:10]([C:12]2([CH3:15])[CH2:14][CH2:13]2)=O)=[CH:5][C:4]=1[O:16][CH2:17][CH2:18][CH2:19][O:20][CH3:21].C([O-])(=O)C.[NH4+].[BH3-]C#[N:29].[Na+].[OH-].[Na+], predict the reaction product. The product is: [CH3:1][O:2][C:3]1[CH:8]=[CH:7][C:6]([CH2:9][CH:10]([C:12]2([CH3:15])[CH2:14][CH2:13]2)[NH2:29])=[CH:5][C:4]=1[O:16][CH2:17][CH2:18][CH2:19][O:20][CH3:21]. (5) Given the reactants [CH:1]1([C:4]2[N:8]=[C:7]([C:9]3[C:16]4[C:15]([CH3:18])([CH3:17])[O:14][C:13]([CH3:20])([CH3:19])[C:12]=4[S:11][C:10]=3[NH:21]C(=O)C)[O:6][N:5]=2)[CH2:3][CH2:2]1.C[O-].[Na+].C([O-])(O)=O.[Na+].CCOC(C)=O, predict the reaction product. The product is: [CH:1]1([C:4]2[N:8]=[C:7]([C:9]3[C:16]4[C:15]([CH3:18])([CH3:17])[O:14][C:13]([CH3:19])([CH3:20])[C:12]=4[S:11][C:10]=3[NH2:21])[O:6][N:5]=2)[CH2:3][CH2:2]1. (6) Given the reactants [OH:1][NH:2][C:3](=[NH:9])[C:4]([O:6][CH2:7][CH3:8])=[O:5].[CH2:10](OC(OCC)OCC)C, predict the reaction product. The product is: [O:1]1[CH:10]=[N:9][C:3]([C:4]([O:6][CH2:7][CH3:8])=[O:5])=[N:2]1. (7) Given the reactants Cl[C:2]1[CH:7]=[C:6]([N:8]2[CH2:12][CH2:11][CH2:10][CH2:9]2)[N:5]=[C:4](/[CH:13]=[CH:14]/[C:15]2[C:16]([N:25]([CH3:27])[CH3:26])=[N:17][C:18]3[C:23]([N:24]=2)=[CH:22][CH:21]=[CH:20][CH:19]=3)[N:3]=1.[NH2:28][CH:29]1[CH2:34][CH2:33][O:32][CH2:31][CH2:30]1.CC(C)([O-])C.[Na+].C1(P(C2CCCCC2)C2C=CC=CC=2C2C(C(C)C)=CC(C(C)C)=CC=2C(C)C)CCCCC1, predict the reaction product. The product is: [CH3:26][N:25]([CH3:27])[C:16]1[C:15](/[CH:14]=[CH:13]/[C:4]2[N:5]=[C:6]([N:8]3[CH2:12][CH2:11][CH2:10][CH2:9]3)[CH:7]=[C:2]([NH:28][CH:29]3[CH2:34][CH2:33][O:32][CH2:31][CH2:30]3)[N:3]=2)=[N:24][C:23]2[C:18](=[CH:19][CH:20]=[CH:21][CH:22]=2)[N:17]=1.